Predict the reactants needed to synthesize the given product. From a dataset of Full USPTO retrosynthesis dataset with 1.9M reactions from patents (1976-2016). (1) Given the product [C:1]([O:5][C:6](=[O:36])[CH2:7][CH:8]([C:9](=[O:10])[NH:47][CH2:46][CH2:45][CH2:44][CH2:43][C:37]1[CH:42]=[CH:41][CH:40]=[CH:39][CH:38]=1)[CH2:12][C:13](=[O:35])[NH:14][O:15][C:16]([C:29]1[CH:30]=[CH:31][CH:32]=[CH:33][CH:34]=1)([C:23]1[CH:28]=[CH:27][CH:26]=[CH:25][CH:24]=1)[C:17]1[CH:18]=[CH:19][CH:20]=[CH:21][CH:22]=1)([CH3:4])([CH3:3])[CH3:2], predict the reactants needed to synthesize it. The reactants are: [C:1]([O:5][C:6](=[O:36])[CH2:7][CH:8]([CH2:12][C:13](=[O:35])[NH:14][O:15][C:16]([C:29]1[CH:34]=[CH:33][CH:32]=[CH:31][CH:30]=1)([C:23]1[CH:28]=[CH:27][CH:26]=[CH:25][CH:24]=1)[C:17]1[CH:22]=[CH:21][CH:20]=[CH:19][CH:18]=1)[C:9](O)=[O:10])([CH3:4])([CH3:3])[CH3:2].[C:37]1([CH2:43][CH2:44][CH2:45][CH2:46][NH2:47])[CH:42]=[CH:41][CH:40]=[CH:39][CH:38]=1. (2) Given the product [OH:1][C:2]([CH3:34])([CH3:35])[CH2:3][C@@:4]1([C:28]2[CH:33]=[CH:32][CH:31]=[CH:30][CH:29]=2)[O:9][C:8](=[O:10])[N:7]([C@H:11]([C:13]2[CH:14]=[CH:15][C:16]([C:37]3[CH:42]=[CH:41][N:40]([C@@H:43]4[CH2:47][CH2:46][O:45][CH2:44]4)[C:39](=[O:48])[CH:38]=3)=[CH:17][CH:18]=2)[CH3:12])[CH2:6][CH2:5]1, predict the reactants needed to synthesize it. The reactants are: [OH:1][C:2]([CH3:35])([CH3:34])[CH2:3][C@@:4]1([C:28]2[CH:33]=[CH:32][CH:31]=[CH:30][CH:29]=2)[O:9][C:8](=[O:10])[N:7]([C@H:11]([C:13]2[CH:18]=[CH:17][C:16](B3OC(C)(C)C(C)(C)O3)=[CH:15][CH:14]=2)[CH3:12])[CH2:6][CH2:5]1.Br[C:37]1[CH:42]=[CH:41][N:40]([C@@H:43]2[CH2:47][CH2:46][O:45][CH2:44]2)[C:39](=[O:48])[CH:38]=1. (3) Given the product [CH2:2]1[C:8]2[CH:9]=[CH:10][CH:11]=[CH:12][C:7]=2[CH2:6][CH2:5][CH2:4][N:3]1[C:20](=[O:22])[CH3:21], predict the reactants needed to synthesize it. The reactants are: Cl.[CH2:2]1[C:8]2[CH:9]=[CH:10][CH:11]=[CH:12][C:7]=2[CH2:6][CH2:5][CH2:4][NH:3]1.C(N(CC)CC)C.[C:20](OC(=O)C)(=[O:22])[CH3:21]. (4) Given the product [CH2:29]([O:28][P:27]([CH2:26][C:25]1[CH:24]=[CH:23][C:22]([NH:19][C:20]([NH:16][C:14]2[CH:15]=[C:10]([C:2]3[NH:1][C:9]4[C:4]([CH:3]=3)=[CH:5][CH:6]=[CH:7][CH:8]=4)[CH:11]=[CH:12][C:13]=2[O:17][CH3:18])=[S:21])=[CH:36][CH:35]=1)(=[O:34])[O:31][CH2:32][CH3:33])[CH3:30], predict the reactants needed to synthesize it. The reactants are: [NH:1]1[C:9]2[C:4](=[CH:5][CH:6]=[CH:7][CH:8]=2)[CH:3]=[C:2]1[C:10]1[CH:11]=[CH:12][C:13]([O:17][CH3:18])=[C:14]([NH2:16])[CH:15]=1.[N:19]([C:22]1[CH:36]=[CH:35][C:25]([CH2:26][P:27](=[O:34])([O:31][CH2:32][CH3:33])[O:28][CH2:29][CH3:30])=[CH:24][CH:23]=1)=[C:20]=[S:21]. (5) Given the product [C:1]([O:6][CH2:7][CH2:8][OH:9])(=[O:5])[C:2]([CH3:4])=[CH2:3].[C:10]([OH:14])(=[O:13])[CH:11]=[CH2:12], predict the reactants needed to synthesize it. The reactants are: [C:1]([O:6][CH2:7][CH2:8][OH:9])(=[O:5])[C:2]([CH3:4])=[CH2:3].[C:10]([OH:14])(=[O:13])[CH:11]=[CH2:12].CS(C)=O.N(C(C1NCCN=1)(C)C)=NC(C1NCCN=1)(C)C.